From a dataset of Reaction yield outcomes from USPTO patents with 853,638 reactions. Predict the reaction yield, written as a fraction of the theoretical maximum amount of product (1.0 means a 100% yield; for example, 0.34 means a 34% yield). (1) The reactants are [CH2:1]([N:8]1[CH2:14][CH:13]2[C:15](=O)[CH:10]([CH2:11][CH2:12]2)[CH2:9]1)[C:2]1[CH:7]=[CH:6][CH:5]=[CH:4][CH:3]=1.[CH3:17][NH:18][CH3:19]. The catalyst is C(Cl)Cl. The product is [CH2:1]([N:8]1[CH2:14][CH:13]2[CH:15]([N:18]([CH3:19])[CH3:17])[CH:10]([CH2:11][CH2:12]2)[CH2:9]1)[C:2]1[CH:7]=[CH:6][CH:5]=[CH:4][CH:3]=1. The yield is 0.670. (2) The reactants are [Cl:1][C:2]1[CH:14]=[C:13]([Cl:15])[C:12]([O:16][C:17]2[N:21]([CH3:22])[N:20]=[C:19]([CH3:23])[C:18]=2[C:24]2[CH:28]=[C:27]([Si](C)(C)C)[O:26][N:25]=2)=[CH:11][C:3]=1[O:4][C@@H:5]([CH3:10])[C:6]([O:8][CH3:9])=[O:7].C(#N)C.[F-].[Cs+]. The catalyst is C(O)C. The product is [Cl:1][C:2]1[CH:14]=[C:13]([Cl:15])[C:12]([O:16][C:17]2[N:21]([CH3:22])[N:20]=[C:19]([CH3:23])[C:18]=2[C:24]2[CH:28]=[CH:27][O:26][N:25]=2)=[CH:11][C:3]=1[O:4][C@@H:5]([CH3:10])[C:6]([O:8][CH3:9])=[O:7]. The yield is 0.800. (3) The reactants are [C:8](O[C:8]([C:10]([F:13])([F:12])[F:11])=[O:9])([C:10]([F:13])([F:12])[F:11])=[O:9].[C:14]1([CH:20]([C:23]2[CH:28]=[CH:27][CH:26]=[CH:25][CH:24]=2)[CH2:21][NH2:22])[CH:19]=[CH:18][CH:17]=[CH:16][CH:15]=1. The yield is 0.320. The product is [C:23]1([CH:20]([C:14]2[CH:15]=[CH:16][CH:17]=[CH:18][CH:19]=2)[CH2:21][NH:22][C:8](=[O:9])[C:10]([F:11])([F:12])[F:13])[CH:24]=[CH:25][CH:26]=[CH:27][CH:28]=1. No catalyst specified.